From a dataset of Reaction yield outcomes from USPTO patents with 853,638 reactions. Predict the reaction yield, written as a fraction of the theoretical maximum amount of product (1.0 means a 100% yield; for example, 0.34 means a 34% yield). (1) The reactants are [F:1][C:2]([F:19])([F:18])[CH:3]([C:5]1[CH:10]=[CH:9][C:8]([C:11]2[CH:16]=[CH:15][CH:14]=[C:13]([F:17])[CH:12]=2)=[CH:7][CH:6]=1)[OH:4].[H-].[Na+].[NH2:22][C:23]1[N:28]=[C:27](Cl)[CH:26]=[C:25]([Cl:30])[N:24]=1.C(O)(C(F)(F)F)=O. The catalyst is C1COCC1. The product is [Cl:30][C:25]1[CH:26]=[C:27]([O:4][CH:3]([C:5]2[CH:10]=[CH:9][C:8]([C:11]3[CH:16]=[CH:15][CH:14]=[C:13]([F:17])[CH:12]=3)=[CH:7][CH:6]=2)[C:2]([F:1])([F:18])[F:19])[N:28]=[C:23]([NH2:22])[N:24]=1. The yield is 0.730. (2) The catalyst is C1C=CC([P]([Pd]([P](C2C=CC=CC=2)(C2C=CC=CC=2)C2C=CC=CC=2)([P](C2C=CC=CC=2)(C2C=CC=CC=2)C2C=CC=CC=2)[P](C2C=CC=CC=2)(C2C=CC=CC=2)C2C=CC=CC=2)(C2C=CC=CC=2)C2C=CC=CC=2)=CC=1. The reactants are [CH3:1][C:2]1([CH3:25])[C:6]([C:7]2[CH:8]=[C:9]([CH:14]=[CH:15][C:16]=2OS(C(F)(F)F)(=O)=O)[C:10]([O:12][CH3:13])=[O:11])=[CH:5][CH2:4][CH2:3]1.C(=O)([O-])[O-].[K+].[K+].[F:32][C:33]1[C:34](B(O)O)=[CH:35][C:36]([O:39][CH3:40])=[N:37][CH:38]=1. The product is [CH3:1][C:2]1([CH3:25])[C:6]([C:7]2[CH:8]=[C:9]([CH:14]=[CH:15][C:16]=2[C:34]2[C:33]([F:32])=[CH:38][N:37]=[C:36]([O:39][CH3:40])[CH:35]=2)[C:10]([O:12][CH3:13])=[O:11])=[CH:5][CH2:4][CH2:3]1. The yield is 0.780.